This data is from Drug-target binding data from BindingDB using Ki measurements. The task is: Regression. Given a target protein amino acid sequence and a drug SMILES string, predict the binding affinity score between them. We predict pKi (pKi = -log10(Ki in M); higher means stronger inhibition). Dataset: bindingdb_ki. (1) The compound is COc1cnccc1-c1c(-c2ccccc2)n(CCC(=O)O)c2ccc(C3CC3)cc12. The target protein (P15090) has sequence MCDAFVGTWKLVSSENFDDYMKEVGVGFATRKVAGMAKPNMIISVNGDVITIKSESTFKNTEISFILGQEFDEVTADDRKVKSTITLDGGVLVHVQKWDGKSTTIKRKREDDKLVVECVMKGVTSTRVYERA. The pKi is 7.0. (2) The drug is CN[C@H](C)C(=O)N[C@@H](C(=O)N1CCC[C@@H]1c1nc2c(-c3ccccc3Cl)nccc2s1)C1CCOCC1. The target protein sequence is HAARMRTFMYWPSSVPVQPEQLASAGFYYVGRNDDVKCFCCDGGLRCWESGDDPWVEHAKWFPRCEFL. The pKi is 4.5. (3) The small molecule is CC(C)C1(c2ccc(-c3ccc4ccccc4c3)[nH]c2=O)OC(O)=NC1=O. The target protein (P34980) has sequence MAGVWAPEHSVEAHSNQSSAADGCGSVSVAFPITMMVTGFVGNALAMLLVVRSYRRRESKRKKSFLLCIGWLALTDLVGQLLTSPVVILVYLSQRRWEQLDPSGRLCTFFGLTMTVFGLSSLLVASAMAVERALAIRAPHWYASHMKTRATPVLLGVWLSVLAFALLPVLGVGRYSVQWPGTWCFISTGPAGNETDSAREPGSVAFASAFACLGLLALVVTFACNLATIKALVSRCRAKAAASQSSAQWGRITTETAIQLMGIMCVLSVCWSPLLIMMLKMIFNQMSVEQCKTQMGKEKECNSFLIAVRLASLNQILDPWVYLLLRKILLRKFCQIRDHTNYASSSTSLPCPGSSVLMWSDQLER. The pKi is 8.0. (4) The compound is C#CCN(Cc1ccc2nc(C)[nH]c(=O)c2c1)c1ccc(C(=O)N[C@@H](CCC(=O)N[C@@H](CCC(=O)O)C(=O)O)C(=O)O)cc1. The target protein (P07607) has sequence MLVVGSELQSDAQQLSAEAPRHGELQYLRQVEHILRCGFKKEDRTGTGTLSVFGMQARYSLRDEFPLLTTKRVFWKGVLEELLWFIKGSTNAKELSSKGVRIWDANGSRDFLDSLGFSARQEGDLGPVYGFQWRHFGAEYKDMDSDYSGQGVDQLQKVIDTIKTNPDDRRIIMCAWNPKDLPLMALPPCHALCQFYVVNGELSCQLYQRSGDMGLGVPFNIASYALLTYMIAHITGLQPGDFVHTLGDAHIYLNHIEPLKIQLQREPRPFPKLKILRKVETIDDFKVEDFQIEGYNPHPTIKMEMAV. The pKi is 8.9. (5) The compound is CN1C(=O)[C@@H](N2CCc3c(nn(Cc4ccccc4)c3Cl)C2=O)COc2ccc(C#N)cc21. The target protein (Q13546) has sequence MQPDMSLNVIKMKSSDFLESAELDSGGFGKVSLCFHRTQGLMIMKTVYKGPNCIEHNEALLEEAKMMNRLRHSRVVKLLGVIIEEGKYSLVMEYMEKGNLMHVLKAEMSTPLSVKGRIILEIIEGMCYLHGKGVIHKDLKPENILVDNDFHIKIADLGLASFKMWSKLNNEEHNELREVDGTAKKNGGTLYYMAPEHLNDVNAKPTEKSDVYSFAVVLWAIFANKEPYENAICEQQLIMCIKSGNRPDVDDITEYCPREIISLMKLCWEANPEARPTFPGIEEKFRPFYLSQLEESVEEDVKSLKKEYSNENAVVKRMQSLQLDCVAVPSSRSNSATEQPGSLHSSQGLGMGPVEESWFAPSLEHPQEENEPSLQSKLQDEANYHLYGSRMDRQTKQQPRQNVAYNREEERRRRVSHDPFAQQRPYENFQNTEGKGTAYSSAASHGNAVHQPSGLTSQPQVLYQNNGLYSSHGFGTRPLDPGTAGPRVWYRPIPSHMPSL.... The pKi is 9.0.